Dataset: Reaction yield outcomes from USPTO patents with 853,638 reactions. Task: Predict the reaction yield, written as a fraction of the theoretical maximum amount of product (1.0 means a 100% yield; for example, 0.34 means a 34% yield). (1) The reactants are [CH3:1][O:2][C:3]1[CH:4]=[C:5]2[C:10](=[CH:11][CH:12]=1)[CH:9]=[C:8]([C:13](=O)[CH2:14][CH2:15][C:16]([C:18]1[CH:23]=[CH:22][CH:21]=[CH:20][CH:19]=1)=O)[CH:7]=[CH:6]2.[CH3:25][NH2:26]. No catalyst specified. The product is [CH3:1][O:2][C:3]1[CH:4]=[C:5]2[C:10](=[CH:11][CH:12]=1)[CH:9]=[C:8]([C:13]1[N:26]([CH3:25])[C:16]([C:18]3[CH:23]=[CH:22][CH:21]=[CH:20][CH:19]=3)=[CH:15][CH:14]=1)[CH:7]=[CH:6]2. The yield is 0.850. (2) The reactants are [C:1]1([C:17]2[CH:22]=[CH:21][CH:20]=[CH:19][CH:18]=2)[CH:6]=[CH:5][CH:4]=[C:3]([N:7]([CH3:16])[C:8]([C:10]2[S:11][C:12](Br)=[CH:13][CH:14]=2)=[O:9])[CH:2]=1.[CH3:23][O:24][C:25]1[CH:26]=[C:27](B(O)O)[CH:28]=[CH:29][CH:30]=1. The catalyst is [Pd].C1(P(C2C=CC=CC=2)C2C=CC=CC=2)C=CC=CC=1.C1(P(C2C=CC=CC=2)C2C=CC=CC=2)C=CC=CC=1.C1(P(C2C=CC=CC=2)C2C=CC=CC=2)C=CC=CC=1.C1(P(C2C=CC=CC=2)C2C=CC=CC=2)C=CC=CC=1. The product is [C:1]1([C:17]2[CH:22]=[CH:21][CH:20]=[CH:19][CH:18]=2)[CH:6]=[CH:5][CH:4]=[C:3]([N:7]([CH3:16])[C:8]([C:10]2[S:11][C:12]([C:29]3[CH:28]=[CH:27][CH:26]=[C:25]([O:24][CH3:23])[CH:30]=3)=[CH:13][CH:14]=2)=[O:9])[CH:2]=1. The yield is 0.950. (3) The reactants are Cl[C:2]1[C:3]2[CH:10]=[CH:9][S:8][C:4]=2[N:5]=[CH:6][N:7]=1.Cl.[CH3:12][C@@H:13]1[CH2:18][CH2:17][N:16]([C:19](=[O:23])[CH2:20][C:21]#[N:22])[CH2:15][C@@H:14]1[NH:24][CH3:25].C(=O)([O-])O.[Na+].O. The catalyst is O1CCOCC1. The product is [CH3:12][C@@H:13]1[CH2:18][CH2:17][N:16]([C:19](=[O:23])[CH2:20][C:21]#[N:22])[CH2:15][C@@H:14]1[N:24]([CH3:25])[C:2]1[C:3]2[CH:10]=[CH:9][S:8][C:4]=2[N:5]=[CH:6][N:7]=1. The yield is 0.0895. (4) The reactants are [CH2:1]([C:5]1[N:10]2[N:11]=[CH:12][N:13]=[C:9]2[N:8]([CH:14]2[CH2:19][CH2:18][C:17](=[O:20])[CH2:16][CH2:15]2)[C:7](=[O:21])[C:6]=1[CH2:22][C:23]1[CH:28]=[CH:27][C:26]([C:29]2[C:30]([C:35]#[N:36])=[CH:31][CH:32]=[CH:33][CH:34]=2)=[CH:25][C:24]=1[F:37])[CH2:2][CH2:3][CH3:4].O1CCCC1.[BH4-].[Na+]. The catalyst is CO. The product is [CH2:1]([C:5]1[N:10]2[N:11]=[CH:12][N:13]=[C:9]2[N:8]([C@H:14]2[CH2:19][CH2:18][C@H:17]([OH:20])[CH2:16][CH2:15]2)[C:7](=[O:21])[C:6]=1[CH2:22][C:23]1[CH:28]=[CH:27][C:26]([C:29]2[C:30]([C:35]#[N:36])=[CH:31][CH:32]=[CH:33][CH:34]=2)=[CH:25][C:24]=1[F:37])[CH2:2][CH2:3][CH3:4]. The yield is 0.820. (5) The reactants are [NH2:1][C:2]1[C:11]2[C:6](=[C:7](I)[C:8]([F:12])=[CH:9][CH:10]=2)[N:5]=[N:4][C:3]=1[C:14]([NH:16][CH:17]1[CH2:19][CH2:18]1)=[O:15].[F:20][C:21]1[CH:26]=[CH:25][CH:24]=[C:23]([O:27][CH3:28])[C:22]=1B(O)O. No catalyst specified. The product is [NH2:1][C:2]1[C:11]2[C:6](=[C:7]([C:22]3[C:23]([O:27][CH3:28])=[CH:24][CH:25]=[CH:26][C:21]=3[F:20])[C:8]([F:12])=[CH:9][CH:10]=2)[N:5]=[N:4][C:3]=1[C:14]([NH:16][CH:17]1[CH2:19][CH2:18]1)=[O:15]. The yield is 0.330. (6) The reactants are Br[C:2]1[CH:3]=[C:4]([NH:10][C:11]2[N:12]=[N:13][N:14]([CH3:16])[CH:15]=2)[C:5](=[O:9])[N:6]([CH3:8])[CH:7]=1.[C:17]([O:20][CH2:21][C:22]1[C:23]([N:37]2[N:46]=[CH:45][C:44]3[C:39](=[C:40]([F:51])[CH:41]=[C:42]([C:47]([CH3:50])([CH3:49])[CH3:48])[CH:43]=3)[C:38]2=[O:52])=[N:24][CH:25]=[CH:26][C:27]=1B1OC(C)(C)C(C)(C)O1)(=[O:19])[CH3:18]. No catalyst specified. The product is [C:17]([O:20][CH2:21][C:22]1[C:23]([N:37]2[N:46]=[CH:45][C:44]3[C:39](=[C:40]([F:51])[CH:41]=[C:42]([C:47]([CH3:49])([CH3:48])[CH3:50])[CH:43]=3)[C:38]2=[O:52])=[N:24][CH:25]=[CH:26][C:27]=1[C:2]1[CH:3]=[C:4]([NH:10][C:11]2[N:12]=[N:13][N:14]([CH3:16])[CH:15]=2)[C:5](=[O:9])[N:6]([CH3:8])[CH:7]=1)(=[O:19])[CH3:18]. The yield is 0.500. (7) The product is [CH:7]([CH:2]1[CH2:3][CH2:4][CH2:5][CH2:6][N:1]1[C:10]([O:12][C:13]([CH3:16])([CH3:15])[CH3:14])=[O:9])=[O:8]. The catalyst is C1COCC1.CN(C1C=CN=CC=1)C.C(Cl)Cl. The yield is 0.680. The reactants are [NH:1]1[CH2:6][CH2:5][CH2:4][CH2:3][CH:2]1[CH2:7][OH:8].[O:9](C(OC(C)(C)C)=O)[C:10]([O:12][C:13]([CH3:16])([CH3:15])[CH3:14])=O.CCN(CC)CC.Cl.CC(OI1(OC(C)=O)(OC(C)=O)OC(=O)C2C=CC=CC1=2)=O.C([O-])(O)=O.[Na+]. (8) The reactants are [F:1][C:2]1[CH:7]=[CH:6][C:5]([CH:8]([C:15]2[CH:20]=[CH:19][C:18]([F:21])=[CH:17][CH:16]=2)[N:9]2[CH2:14][CH2:13][NH:12][CH2:11][CH2:10]2)=[CH:4][CH:3]=1.[C:22]([O-:25])(O)=[O:23].[Na+].Cl[S:28]([C:31]1[CH:36]=[CH:35][C:34]([CH:37]=[CH:38]C(O)=O)=[CH:33][CH:32]=1)(=[O:30])=[O:29].Cl. The catalyst is O1CCOCC1.O. The product is [F:21][C:18]1[CH:19]=[CH:20][C:15]([CH:8]([C:5]2[CH:4]=[CH:3][C:2]([F:1])=[CH:7][CH:6]=2)[N:9]2[CH2:10][CH2:11][N:12]([S:28]([C:31]3[CH:36]=[CH:35][C:34]([C:37](=[CH2:38])[C:22]([OH:25])=[O:23])=[CH:33][CH:32]=3)(=[O:30])=[O:29])[CH2:13][CH2:14]2)=[CH:16][CH:17]=1. The yield is 0.630. (9) The reactants are [CH2:1]([N:5]([CH2:16][CH2:17][CH2:18][CH3:19])[C:6]1[CH:13]=[CH:12][C:9]([CH:10]=O)=[C:8]([O:14][CH3:15])[CH:7]=1)[CH2:2][CH2:3][CH3:4].[C:20]([C:22]1[C:23](=[C:33]([C:36]#[N:37])[C:34]#[N:35])[O:24][C:25]([CH3:32])([C:28]([F:31])([F:30])[F:29])[C:26]=1[CH3:27])#[N:21]. The catalyst is C(O)C. The product is [CH2:1]([N:5]([CH2:16][CH2:17][CH2:18][CH3:19])[C:6]1[CH:13]=[CH:12][C:9]([CH:10]=[CH:27][C:26]2[C:25]([CH3:32])([C:28]([F:31])([F:29])[F:30])[O:24][C:23](=[C:33]([C:36]#[N:37])[C:34]#[N:35])[C:22]=2[C:20]#[N:21])=[C:8]([O:14][CH3:15])[CH:7]=1)[CH2:2][CH2:3][CH3:4]. The yield is 0.929. (10) The reactants are [N:1]1[CH:6]=[CH:5][CH:4]=[C:3]([O:7][C:8]2[N:13]=[CH:12][C:11]([CH:14]=O)=[CH:10][CH:9]=2)[CH:2]=1.[N+:16]([CH3:19])([O-:18])=[O:17].C([O-])(=O)C.[NH4+].[BH4-].[Na+]. The catalyst is O.C(O)(=O)C. The product is [N+:16]([CH2:19][CH2:14][C:11]1[CH:10]=[CH:9][C:8]([O:7][C:3]2[CH:2]=[N:1][CH:6]=[CH:5][CH:4]=2)=[N:13][CH:12]=1)([O-:18])=[O:17]. The yield is 0.260.